Dataset: Full USPTO retrosynthesis dataset with 1.9M reactions from patents (1976-2016). Task: Predict the reactants needed to synthesize the given product. Given the product [Cl:14][C:8]1[CH:7]=[C:6]2[C:11]([C:12](=[O:13])[C:3]([CH2:2][NH:1][C:31]3[CH:36]=[C:35]([N:38]4[CH2:43][CH2:42][CH2:41][CH2:40][CH2:39]4)[N:34]=[CH:33][N:32]=3)=[CH:4][N:5]2[C:15]2[CH:16]=[CH:17][CH:18]=[CH:19][CH:20]=2)=[CH:10][CH:9]=1, predict the reactants needed to synthesize it. The reactants are: [NH2:1][CH2:2][C:3]1[C:12](=[O:13])[C:11]2[C:6](=[CH:7][C:8]([Cl:14])=[CH:9][CH:10]=2)[N:5]([C:15]2[CH:20]=[CH:19][CH:18]=[CH:17][CH:16]=2)[CH:4]=1.C(N(CC)C(C)C)(C)C.Cl[C:31]1[CH:36]=[C:35](Cl)[N:34]=[CH:33][N:32]=1.[NH:38]1[CH2:43][CH2:42][CH2:41][CH2:40][CH2:39]1.